Dataset: NCI-60 drug combinations with 297,098 pairs across 59 cell lines. Task: Regression. Given two drug SMILES strings and cell line genomic features, predict the synergy score measuring deviation from expected non-interaction effect. (1) Drug 1: CN(C)N=NC1=C(NC=N1)C(=O)N. Drug 2: C1C(C(OC1N2C=NC(=NC2=O)N)CO)O. Cell line: COLO 205. Synergy scores: CSS=30.5, Synergy_ZIP=7.77, Synergy_Bliss=9.99, Synergy_Loewe=-7.30, Synergy_HSA=9.98. (2) Drug 1: CS(=O)(=O)CCNCC1=CC=C(O1)C2=CC3=C(C=C2)N=CN=C3NC4=CC(=C(C=C4)OCC5=CC(=CC=C5)F)Cl. Drug 2: C1CC(CCC1OC2=C(C(=CC=C2)Cl)F)(CC3=NC(=CC=C3)NC4=NC=CS4)C(=O)O. Cell line: HCT116. Synergy scores: CSS=27.1, Synergy_ZIP=-0.810, Synergy_Bliss=-0.857, Synergy_Loewe=2.28, Synergy_HSA=2.83. (3) Cell line: A549. Drug 1: CC1=C2C(C(=O)C3(C(CC4C(C3C(C(C2(C)C)(CC1OC(=O)C(C(C5=CC=CC=C5)NC(=O)C6=CC=CC=C6)O)O)OC(=O)C7=CC=CC=C7)(CO4)OC(=O)C)O)C)OC(=O)C. Synergy scores: CSS=20.4, Synergy_ZIP=-7.81, Synergy_Bliss=-8.96, Synergy_Loewe=-32.8, Synergy_HSA=-7.88. Drug 2: C1=CC=C(C=C1)NC(=O)CCCCCCC(=O)NO.